This data is from Forward reaction prediction with 1.9M reactions from USPTO patents (1976-2016). The task is: Predict the product of the given reaction. (1) The product is: [CH3:1][S:2]([N:5]1[C:13]2[C:8](=[CH:9][CH:10]=[C:11]([NH2:14])[CH:12]=2)[CH2:7][CH2:6]1)(=[O:4])=[O:3]. Given the reactants [CH3:1][S:2]([N:5]1[C:13]2[C:8](=[CH:9][CH:10]=[C:11]([N+:14]([O-])=O)[CH:12]=2)[CH2:7][CH2:6]1)(=[O:4])=[O:3].N(N)(C)C.C, predict the reaction product. (2) Given the reactants [Cl:1][C:2]1[CH:7]=[CH:6][C:5]([C:8]2[C:13](=[O:14])[NH:12][N:11]3[C:15](=[O:26])[N:16]([CH2:18][O:19][CH2:20][CH2:21][Si:22]([CH3:25])([CH3:24])[CH3:23])[N:17]=[C:10]3[C:9]=2[C:27]2[CH:32]=[CH:31][C:30]([Cl:33])=[CH:29][CH:28]=2)=[CH:4][CH:3]=1.[F:34][C:35]([F:45])([F:44])[C:36]1[CH:43]=[CH:42][C:39]([CH2:40]Br)=[CH:38][CH:37]=1.C([O-])([O-])=O.[K+].[K+], predict the reaction product. The product is: [F:34][C:35]([F:44])([F:45])[C:36]1[CH:43]=[CH:42][C:39]([CH2:40][N:12]2[C:13](=[O:14])[C:8]([C:5]3[CH:4]=[CH:3][C:2]([Cl:1])=[CH:7][CH:6]=3)=[C:9]([C:27]3[CH:28]=[CH:29][C:30]([Cl:33])=[CH:31][CH:32]=3)[C:10]3=[N:17][N:16]([CH2:18][O:19][CH2:20][CH2:21][Si:22]([CH3:25])([CH3:24])[CH3:23])[C:15](=[O:26])[N:11]23)=[CH:38][CH:37]=1. (3) Given the reactants [CH3:1][O:2][C:3]1[CH:4]=[C:5](B(O)O)[CH:6]=[CH:7][CH:8]=1.Br[C:13]1[CH:20]=[CH:19][C:16]([CH2:17][NH2:18])=[CH:15][CH:14]=1, predict the reaction product. The product is: [CH3:1][O:2][C:3]1[CH:4]=[C:5]([C:13]2[CH:20]=[CH:19][C:16]([CH2:17][NH2:18])=[CH:15][CH:14]=2)[CH:6]=[CH:7][CH:8]=1. (4) Given the reactants [C:1](Cl)(=[O:3])[CH3:2].C[O:6][C:7]1[CH:16]=[C:15]2[C:10]([CH2:11][CH2:12][C:13](=[O:17])[NH:14]2)=[CH:9][CH:8]=1.[Al+3].[Cl-].[Cl-].[Cl-], predict the reaction product. The product is: [C:1]([C:8]1[CH:9]=[C:10]2[C:15](=[CH:16][C:7]=1[OH:6])[NH:14][C:13](=[O:17])[CH2:12][CH2:11]2)(=[O:3])[CH3:2]. (5) Given the reactants [Cl:1][C:2]1[N:7]=[CH:6][C:5]([CH2:8][C:9]2[CH:10]=[C:11]3[C:16](=[C:17]4[CH:22]=[CH:21][CH:20]=[CH:19][C:18]=24)[N:15]=[CH:14][N:13]([C@@H:23]2[C@@H:28]([OH:29])[CH2:27]O[CH2:25][CH2:24]2)[C:12]3=[O:30])=[CH:4][CH:3]=1.N[C@H:32]1CCOC[C@@H]1O, predict the reaction product. The product is: [Cl:1][C:2]1[N:7]=[CH:6][C:5]([CH2:8][C:9]2[CH:10]=[C:11]3[C:16](=[C:17]4[CH:22]=[CH:21][CH:20]=[CH:19][C:18]=24)[N:15]=[CH:14][N:13]([C@H:23]2[CH2:24][CH2:25][CH2:32][CH2:27][C@@H:28]2[OH:29])[C:12]3=[O:30])=[CH:4][CH:3]=1. (6) The product is: [NH2:22][C:20]1[N:19]([CH3:18])[C:23](=[O:26])[C:8]([C:7]2[CH:3]=[CH:4][CH:5]=[CH:6][CH:1]=2)([C:10]2[CH:11]=[CH:12][N:13]=[CH:14][CH:15]=2)[N:21]=1. Given the reactants [C:1]1([C:7](=O)[C:8]([C:10]2[CH:15]=[CH:14][N:13]=[CH:12][CH:11]=2)=O)[CH:6]=[CH:5][CH:4]=[CH:3]C=1.Cl.[CH3:18][NH:19][C:20]([NH2:22])=[NH:21].[C:23]([O-:26])([O-])=O.[Na+].[Na+], predict the reaction product. (7) The product is: [Br:1][C:2]1[C:11]([F:12])=[C:10]2[C:5]([C:6]([Cl:28])=[N:7][C:8]([CH2:13][Cl:14])=[N:9]2)=[CH:4][C:3]=1[Cl:16]. Given the reactants [Br:1][C:2]1[C:11]([F:12])=[C:10]2[C:5]([C:6](O)=[N:7][C:8]([CH2:13][Cl:14])=[N:9]2)=[CH:4][C:3]=1[Cl:16].CCN(C(C)C)C(C)C.O=P(Cl)(Cl)[Cl:28], predict the reaction product. (8) Given the reactants [F:1][C:2]1[CH:3]=[CH:4][C:5]([C:8]2[N:12]([C:13]3[CH:14]=[N:15][CH:16]=[CH:17][CH:18]=3)[N:11]=[C:10]([C:19]([O:21]CC)=[O:20])[CH:9]=2)=[N:6][CH:7]=1.[OH-].[Na+], predict the reaction product. The product is: [F:1][C:2]1[CH:3]=[CH:4][C:5]([C:8]2[N:12]([C:13]3[CH:14]=[N:15][CH:16]=[CH:17][CH:18]=3)[N:11]=[C:10]([C:19]([OH:21])=[O:20])[CH:9]=2)=[N:6][CH:7]=1. (9) Given the reactants [C:1]([O:5][C:6](=[O:27])[NH:7][C@H:8]([C:10](=O)[NH:11][C:12]1[CH:17]=[C:16]([F:18])[CH:15]=[CH:14][C:13]=1[NH:19][C:20]1[CH:25]=[CH:24][CH:23]=[CH:22][CH:21]=1)[CH3:9])([CH3:4])([CH3:3])[CH3:2], predict the reaction product. The product is: [C:1]([O:5][C:6](=[O:27])[NH:7][C@H:8]([C:10]1[N:19]([C:20]2[CH:25]=[CH:24][CH:23]=[CH:22][CH:21]=2)[C:13]2[CH:14]=[CH:15][C:16]([F:18])=[CH:17][C:12]=2[N:11]=1)[CH3:9])([CH3:4])([CH3:3])[CH3:2]. (10) Given the reactants [CH:1]([N:4]1[C:8](=[O:9])[C:7](=[O:10])[CH:6](C)[NH:5]1)([CH3:3])[CH3:2].C(N1C(=O)C(=O)C(C2C=CC=CC=2)N1)(C)C.C(N1C(=O)C(=O)C(C2C=CC(Cl)=CC=2)N1)(C)C.C(N1C(=O)C(=O)C(C2C=CC=C(OC)C=2)N1)(C)C.C(N1C(=O)C(=O)C(C2C=CC(OC)=CC=2)N1)(C)C.C(N1C(=O)C(=O)C(C2C=CC=C([N+]([O-])=O)C=2)N1)(C)C.C(N1C(=O)C(=O)C(C2C=CC(C)=CC=2)N1)(C)C.C(N1C(=O)C(=O)C(OC)N1)(C)C.C(N1C(=O)C(=O)C(OCC)N1)(C)C.C(N1C(=O)C(=O)C(N(C)C)N1)(C)C.C(N1C(=O)C(=O)C(N(CC)CC)N1)(C)C.C(N1C(=O)C(=O)C(NC(=O)C)N1)(C)C.C(N1C(=O)C(=O)C(C(O)=O)N1)(C)C.C(N1C(=O)C(=O)C(C(OC)=O)N1)(C)C.C(N1C(=O)C(=O)C(C(OCC)=O)N1)(C)C, predict the reaction product. The product is: [CH:1]([N:4]1[C:8](=[O:9])[C:7](=[O:10])[CH2:6][NH:5]1)([CH3:3])[CH3:2].